From a dataset of Full USPTO retrosynthesis dataset with 1.9M reactions from patents (1976-2016). Predict the reactants needed to synthesize the given product. (1) Given the product [C:25]([C@@H:20]1[CH2:21][CH2:22][CH2:23][CH2:24][C@@H:19]1[NH:18][C:15]([C:7]1[CH:6]=[N:5][C:4]([CH:1]2[CH2:2][CH2:3]2)=[C:9]([O:10][CH2:11][CH:12]2[CH2:13][CH2:14]2)[N:8]=1)=[O:17])(=[O:26])[NH2:27], predict the reactants needed to synthesize it. The reactants are: [CH:1]1([C:4]2[N:5]=[CH:6][C:7]([C:15]([OH:17])=O)=[N:8][C:9]=2[O:10][CH2:11][CH:12]2[CH2:14][CH2:13]2)[CH2:3][CH2:2]1.[NH2:18][C@H:19]1[CH2:24][CH2:23][CH2:22][CH2:21][C@H:20]1[C:25]([NH2:27])=[O:26]. (2) Given the product [C:1]1([NH2:11])[C:10]2[CH2:9][CH2:8][CH2:7][CH2:6][C:5]=2[CH:4]=[CH:3][N:2]=1, predict the reactants needed to synthesize it. The reactants are: [CH:1]1[C:10]2[CH2:9][CH2:8][CH2:7][CH2:6][C:5]=2[CH:4]=[CH:3][N:2]=1.[NH2-:11].[Na+].[OH-].[Na+]. (3) Given the product [CH3:27][C:28]1([CH3:43])[C:36]2[C:31](=[CH:32][CH:33]=[C:34]([C:37]3[CH:41]=[CH:40][S:39][CH:38]=3)[CH:35]=2)[C:30](=[C:5]2[C:4]3[C:8](=[CH:9][CH:10]=[C:2]([F:1])[CH:3]=3)[NH:7][C:6]2=[O:11])[O:29]1, predict the reactants needed to synthesize it. The reactants are: [F:1][C:2]1[CH:3]=[C:4]2[C:8](=[CH:9][CH:10]=1)[NH:7][C:6](=[O:11])[CH2:5]2.[Li+].C[Si]([N-][Si](C)(C)C)(C)C.C1COCC1.[CH3:27][C:28]1([CH3:43])[C:36]2[C:31](=[CH:32][CH:33]=[C:34]([C:37]3[CH:41]=[CH:40][S:39][CH:38]=3)[CH:35]=2)[C:30](=O)[O:29]1.O. (4) Given the product [CH3:14][C:12]1([CH3:13])[C:8]2[C:9]3=[C:4]([CH2:3][CH2:2][N:1]3[C:10](=[O:15])[CH2:11]1)[CH:5]=[CH:6][CH:7]=2, predict the reactants needed to synthesize it. The reactants are: [N:1]1([C:10](=[O:15])[CH:11]=[C:12]([CH3:14])[CH3:13])[C:9]2[C:4](=[CH:5][CH:6]=[CH:7][CH:8]=2)[CH2:3][CH2:2]1.[Cl-].[Al+3].[Cl-].[Cl-]. (5) Given the product [NH2:19][C:20]1[CH:25]=[CH:24][CH:23]=[CH:22][C:21]=1[S:26][C:5]1[C:4]2[C:8](=[CH:9][CH:10]=[C:2]([F:1])[CH:3]=2)[NH:7][C:6]=1[C:11]([N:13]1[CH2:18][CH2:17][CH2:16][CH2:15][CH2:14]1)=[O:12], predict the reactants needed to synthesize it. The reactants are: [F:1][C:2]1[CH:3]=[C:4]2[C:8](=[CH:9][CH:10]=1)[NH:7][C:6]([C:11]([N:13]1[CH2:18][CH2:17][CH2:16][CH2:15][CH2:14]1)=[O:12])=[CH:5]2.[NH2:19][C:20]1[CH:25]=[CH:24][CH:23]=[CH:22][C:21]=1[S:26][S:26][C:21]1[CH:22]=[CH:23][CH:24]=[CH:25][C:20]=1[NH2:19].